This data is from Forward reaction prediction with 1.9M reactions from USPTO patents (1976-2016). The task is: Predict the product of the given reaction. (1) Given the reactants [CH3:1][O:2][C:3]1[CH:11]=[C:10]2[C:6]([CH:7]=[CH:8][N:9]2[S:12]([C:15]2[CH:20]=[CH:19][CH:18]=[CH:17][CH:16]=2)(=[O:14])=[O:13])=[CH:5][C:4]=1[O:21][CH2:22][CH2:23][NH2:24].C(N(CC)CC)C.[C:32](Cl)(=[O:34])[CH3:33], predict the reaction product. The product is: [CH3:1][O:2][C:3]1[CH:11]=[C:10]2[C:6]([CH:7]=[CH:8][N:9]2[S:12]([C:15]2[CH:20]=[CH:19][CH:18]=[CH:17][CH:16]=2)(=[O:13])=[O:14])=[CH:5][C:4]=1[O:21][CH2:22][CH2:23][NH:24][C:32](=[O:34])[CH3:33]. (2) Given the reactants [N:1]([CH2:4][C@H:5]1[NH:9][CH2:8][C@H:7]([O:10][C:11]2[CH:16]=[N:15][C:14]([CH:17]3[CH2:19][CH2:18]3)=[CH:13][N:12]=2)[CH2:6]1)=[N+:2]=[N-:3].C(N(CC)CC)C.Br[CH2:28][C:29]([O:31][CH3:32])=[O:30], predict the reaction product. The product is: [N:1]([CH2:4][C@@H:5]1[CH2:6][C@@H:7]([O:10][C:11]2[CH:16]=[N:15][C:14]([CH:17]3[CH2:18][CH2:19]3)=[CH:13][N:12]=2)[CH2:8][N:9]1[CH2:28][C:29]([O:31][CH3:32])=[O:30])=[N+:2]=[N-:3]. (3) Given the reactants [Cl:1][C:2]1[CH:3]=[C:4]([C:8](=[O:18])[CH:9]=[CH:10][C:11]2[CH:16]=[CH:15][C:14]([Cl:17])=[CH:13][CH:12]=2)[CH:5]=[CH:6][CH:7]=1.[NH4+].[Cl-], predict the reaction product. The product is: [Cl:1][C:2]1[CH:3]=[C:4]([C:8](=[O:18])[CH2:9][CH2:10][C:11]2[CH:12]=[CH:13][C:14]([Cl:17])=[CH:15][CH:16]=2)[CH:5]=[CH:6][CH:7]=1. (4) Given the reactants C[O:2][C:3]1[CH:4]=[C:5]2[C:9](=[CH:10][CH:11]=1)[NH:8][C:7]([C:12]([NH2:14])=[O:13])=[C:6]2[S:15]([N:18]1[CH2:23][CH2:22][O:21][CH2:20][CH2:19]1)(=[O:17])=[O:16].B(Br)(Br)[Br:25].CCOC(C)=O.C([O-])(O)=O.[Na+], predict the reaction product. The product is: [Br:25][CH2:20][CH2:19][N:18]([CH2:23][CH2:22][OH:21])[S:15]([C:6]1[C:5]2[C:9](=[CH:10][CH:11]=[C:3]([OH:2])[CH:4]=2)[NH:8][C:7]=1[C:12]([NH2:14])=[O:13])(=[O:17])=[O:16]. (5) Given the reactants [CH:1]1([N:4]([C@@H:32]([C:34]2[CH:39]=[C:38]([CH2:40][CH2:41][CH2:42][NH:43][C:44]([O:46][CH3:47])=[O:45])[N:37]=[C:36]([O:48][CH3:49])[CH:35]=2)[CH3:33])[C:5]([C@@H:7]2[O:12][C@H:11]([CH2:13][N:14]3C(=O)C4C(=CC=CC=4)C3=O)[CH2:10][N:9]([C:25]([O:27][C:28]([CH3:31])([CH3:30])[CH3:29])=[O:26])[CH2:8]2)=[O:6])[CH2:3][CH2:2]1.C(CN)O, predict the reaction product. The product is: [NH2:14][CH2:13][C@H:11]1[O:12][C@@H:7]([C:5](=[O:6])[N:4]([CH:1]2[CH2:3][CH2:2]2)[C@@H:32]([C:34]2[CH:39]=[C:38]([CH2:40][CH2:41][CH2:42][NH:43][C:44]([O:46][CH3:47])=[O:45])[N:37]=[C:36]([O:48][CH3:49])[CH:35]=2)[CH3:33])[CH2:8][N:9]([C:25]([O:27][C:28]([CH3:29])([CH3:31])[CH3:30])=[O:26])[CH2:10]1. (6) Given the reactants [CH3:1][S:2]([O:5][C:6]1[CH:33]=[CH:32][C:9]([O:10][CH2:11][CH2:12][CH2:13][C:14]2[CH:31]=[CH:30][C:17]([O:18][CH2:19][C:20]3[CH:29]=[CH:28][CH:27]=[CH:26][C:21]=3[C:22]([O:24]C)=[O:23])=[CH:16][CH:15]=2)=[CH:8][CH:7]=1)(=[O:4])=[O:3].[OH-].[Li+].Cl, predict the reaction product. The product is: [CH3:1][S:2]([O:5][C:6]1[CH:33]=[CH:32][C:9]([O:10][CH2:11][CH2:12][CH2:13][C:14]2[CH:31]=[CH:30][C:17]([O:18][CH2:19][C:20]3[CH:29]=[CH:28][CH:27]=[CH:26][C:21]=3[C:22]([OH:24])=[O:23])=[CH:16][CH:15]=2)=[CH:8][CH:7]=1)(=[O:4])=[O:3].